From a dataset of Catalyst prediction with 721,799 reactions and 888 catalyst types from USPTO. Predict which catalyst facilitates the given reaction. (1) Reactant: [Cl:1]N1C(=O)CCC1=O.[F:9][C:10]1[C:25]([F:26])=[CH:24][C:13]2[NH:14][C:15]([NH:17][C:18]3[C:22]([CH3:23])=[CH:21][S:20][CH:19]=3)=[N:16][C:12]=2[CH:11]=1. Product: [ClH:1].[Cl:1][C:19]1[S:20][CH:21]=[C:22]([CH3:23])[C:18]=1[NH:17][C:15]1[NH:14][C:13]2[CH:24]=[C:25]([F:26])[C:10]([F:9])=[CH:11][C:12]=2[N:16]=1. The catalyst class is: 15. (2) Reactant: [OH:1][CH2:2][CH2:3][O:4][C:5]1[N:10]=[C:9]([C:11]2[N:16]=[CH:15][CH:14]=[CH:13][N:12]=2)[N:8]=[C:7]([NH:17][S:18]([CH2:21][CH2:22][CH3:23])(=[O:20])=[O:19])[C:6]=1[O:24][C:25]1[CH:30]=[CH:29][CH:28]=[CH:27][C:26]=1[O:31][CH3:32].[H-].[Na+].Cl[C:36]1[N:41]=[CH:40][C:39]([O:42][CH3:43])=[CH:38][N:37]=1.C(O)(=O)CC(CC(O)=O)(C(O)=O)O. Product: [CH3:43][O:42][C:39]1[CH:38]=[N:37][C:36]([O:1][CH2:2][CH2:3][O:4][C:5]2[N:10]=[C:9]([C:11]3[N:16]=[CH:15][CH:14]=[CH:13][N:12]=3)[N:8]=[C:7]([NH:17][S:18]([CH2:21][CH2:22][CH3:23])(=[O:20])=[O:19])[C:6]=2[O:24][C:25]2[CH:30]=[CH:29][CH:28]=[CH:27][C:26]=2[O:31][CH3:32])=[N:41][CH:40]=1. The catalyst class is: 1. (3) Reactant: [Br:1]NC(=O)CCC(N)=O.[F:10][CH:11]([F:20])[O:12][C:13]1[C:14]([NH2:19])=[N:15][CH:16]=[CH:17][CH:18]=1. Product: [Br:1][C:17]1[CH:18]=[C:13]([O:12][CH:11]([F:10])[F:20])[C:14]([NH2:19])=[N:15][CH:16]=1. The catalyst class is: 10. (4) Reactant: [Mg].Br[C:3]1[CH:8]=[CH:7][CH:6]=[CH:5][C:4]=1[O:9][CH3:10].[C:11]1(=[O:21])[O:16][C:14](=[O:15])[C:13]2=[CH:17][CH:18]=[CH:19][CH:20]=[C:12]12.[Cl-].[NH4+]. Product: [CH3:10][O:9][C:4]1[CH:5]=[CH:6][CH:7]=[CH:8][C:3]=1[C:11]([C:12]1[CH:20]=[CH:19][CH:18]=[CH:17][C:13]=1[C:14]([OH:16])=[O:15])=[O:21]. The catalyst class is: 7. (5) Reactant: [Cl:1][C:2]1[CH:3]=[C:4]2[C:12](=[O:13])[C:11]3[C:14]([F:20])=[C:15]([O:18]C)[CH:16]=[CH:17][C:10]=3[CH:9]=[CH:8][C:5]2=[N:6][CH:7]=1.B(Br)(Br)Br.C([O-])(O)=O.[Na+]. Product: [Cl:1][C:2]1[CH:3]=[C:4]2[C:12](=[O:13])[C:11]3[C:14]([F:20])=[C:15]([OH:18])[CH:16]=[CH:17][C:10]=3[CH:9]=[CH:8][C:5]2=[N:6][CH:7]=1. The catalyst class is: 2. (6) Reactant: [C:1]([O:5][C:6](=[O:15])[C:7]1[CH:12]=[CH:11][C:10](Br)=[CH:9][C:8]=1[CH3:14])([CH3:4])([CH3:3])[CH3:2].C([Li])CCC.CN(C)[CH:23]=[O:24]. Product: [C:1]([O:5][C:6](=[O:15])[C:7]1[CH:12]=[CH:11][C:10]([CH:23]=[O:24])=[CH:9][C:8]=1[CH3:14])([CH3:4])([CH3:3])[CH3:2]. The catalyst class is: 7. (7) Reactant: CS([O:5][CH:6]1[CH2:9][N:8]([C:10]([O:12][C:13]([CH3:16])([CH3:15])[CH3:14])=[O:11])[CH2:7]1)(=O)=O.[N:17]1[CH:22]=[CH:21][C:20]([CH:23](O)[CH3:24])=[CH:19][CH:18]=1.[H-].[Na+].[NH4+].[Cl-]. Product: [N:17]1[CH:22]=[CH:21][C:20]([CH:23]([O:5][CH:6]2[CH2:9][N:8]([C:10]([O:12][C:13]([CH3:16])([CH3:15])[CH3:14])=[O:11])[CH2:7]2)[CH3:24])=[CH:19][CH:18]=1. The catalyst class is: 711. (8) Product: [C:18]1([B:25]([OH:29])[OH:26])[CH:23]=[CH:22][CH:21]=[CH:20][CH:19]=1. The catalyst class is: 660. Reactant: C(OC(N1CCCC1C1NC([C:18]2[CH:23]=[CH:22][C:21](Br)=[CH:20][CH:19]=2)=NC=1)=O)(C)(C)C.[B:25]1(B2OC(C)(C)C(C)(C)O2)[O:29]C(C)(C)C(C)(C)[O:26]1.C([O-])(=O)C.[K+]. (9) Reactant: [CH3:1][N:2]([CH3:29])[CH2:3][CH2:4][O:5][C:6](=[O:28])[C@@H:7]([NH:20][C:21]([O:23][C:24]([CH3:27])([CH3:26])[CH3:25])=[O:22])[CH2:8][CH2:9][C:10]([O:12]CC1C=CC=CC=1)=[O:11]. Product: [CH3:29][N:2]([CH3:1])[CH2:3][CH2:4][O:5][C:6](=[O:28])[C@@H:7]([NH:20][C:21]([O:23][C:24]([CH3:25])([CH3:26])[CH3:27])=[O:22])[CH2:8][CH2:9][C:10]([OH:12])=[O:11]. The catalyst class is: 349.